This data is from Reaction yield outcomes from USPTO patents with 853,638 reactions. The task is: Predict the reaction yield, written as a fraction of the theoretical maximum amount of product (1.0 means a 100% yield; for example, 0.34 means a 34% yield). The reactants are CO.[CH3:3][O:4][C:5](=[O:17])[C:6]1[CH:11]=[CH:10][C:9]([O:12][C:13](=[O:15])[CH3:14])=[CH:8][C:7]=1[OH:16].[CH:18]1C=CC(P(C2C=CC=CC=2)C2C=CC=CC=2)=CC=1.CCOC(/N=N/C(OCC)=O)=O. The catalyst is ClCCl. The product is [CH3:3][O:4][C:5](=[O:17])[C:6]1[CH:11]=[CH:10][C:9]([O:12][C:13](=[O:15])[CH3:14])=[CH:8][C:7]=1[O:16][CH3:18]. The yield is 1.00.